From a dataset of Full USPTO retrosynthesis dataset with 1.9M reactions from patents (1976-2016). Predict the reactants needed to synthesize the given product. (1) Given the product [CH2:38]([N:39]([CH2:42][CH3:43])[CH2:40][CH2:41][N:25]1[CH2:24][CH2:23][N:22]([C:19]2[CH:20]=[CH:21][C:16]([NH:15][C:13]3[N:12]=[CH:11][C:10]([CH2:28][C:29]([NH2:31])=[O:30])=[C:9]([NH:8][CH2:7][C:6]4[CH:32]=[CH:33][CH:34]=[C:4]([N+:1]([O-:3])=[O:2])[CH:5]=4)[CH:14]=3)=[CH:17][CH:18]=2)[CH2:27][CH2:26]1)[CH3:37], predict the reactants needed to synthesize it. The reactants are: [N+:1]([C:4]1[CH:5]=[C:6]([CH:32]=[CH:33][CH:34]=1)[CH2:7][NH:8][C:9]1[CH:14]=[C:13]([NH:15][C:16]2[CH:21]=[CH:20][C:19]([N:22]3[CH2:27][CH2:26][NH:25][CH2:24][CH2:23]3)=[CH:18][CH:17]=2)[N:12]=[CH:11][C:10]=1[CH2:28][C:29]([NH2:31])=[O:30])([O-:3])=[O:2].Cl.Cl[CH2:37][CH2:38][N:39]([CH2:42][CH3:43])[CH2:40][CH3:41].C(=O)([O-])[O-].[K+].[K+].O. (2) The reactants are: [OH:1][C:2]1[CH:3]=[C:4]2[C:8](=[CH:9][CH:10]=1)[NH:7][CH:6]=[CH:5]2.C([O-])([O-])=O.[K+].[K+].[CH2:17](Br)[CH:18]=[CH2:19]. Given the product [CH2:19]([O:1][C:2]1[CH:3]=[C:4]2[C:8](=[CH:9][CH:10]=1)[NH:7][CH:6]=[CH:5]2)[CH:18]=[CH2:17], predict the reactants needed to synthesize it. (3) Given the product [OH:8][CH:9]1[CH2:14][O:13][CH:12]([C:15]([CH3:21])([CH3:20])[C:16]([O:18][CH3:19])=[O:17])[CH2:11][CH2:10]1, predict the reactants needed to synthesize it. The reactants are: C([O:8][CH:9]1[CH2:14][O:13][CH:12]([C:15]([CH3:21])([CH3:20])[C:16]([O:18][CH3:19])=[O:17])[CH2:11][CH2:10]1)C1C=CC=CC=1. (4) Given the product [N+:1]([C:4]1[CH:5]=[C:6]([CH:10]=[CH:11][CH:12]=1)[C:7]([C:16]1[CH:17]=[CH:18][C:13]([O:19][CH3:20])=[CH:14][CH:15]=1)=[O:8])([O-:3])=[O:2], predict the reactants needed to synthesize it. The reactants are: [N+:1]([C:4]1[CH:5]=[C:6]([CH:10]=[CH:11][CH:12]=1)[C:7](Cl)=[O:8])([O-:3])=[O:2].[C:13]1([O:19][CH3:20])[CH:18]=[CH:17][CH:16]=[CH:15][CH:14]=1.[Cl-].[Al+3].[Cl-].[Cl-].C(OCC)(=O)C. (5) Given the product [Br:1][C:2]1[CH:7]=[CH:6][C:5]([CH:8]=[CH:9][C:10]([NH:19][C:18]2[CH:20]=[CH:21][C:15]([Cl:14])=[CH:16][CH:17]=2)=[O:12])=[C:4]([F:13])[CH:3]=1, predict the reactants needed to synthesize it. The reactants are: [Br:1][C:2]1[CH:7]=[CH:6][C:5]([CH:8]=[CH:9][C:10]([OH:12])=O)=[C:4]([F:13])[CH:3]=1.[Cl:14][C:15]1[CH:21]=[CH:20][C:18]([NH2:19])=[CH:17][CH:16]=1.C1C=CC2N(O)N=NC=2C=1.CCN=C=NCCCN(C)C. (6) The reactants are: Cl[C:2]1[C:7]([CH3:8])=[CH:6][C:5]([N+:9]([O-:11])=[O:10])=[CH:4][N:3]=1.[C:12]([C:16]1[CH:21]=[CH:20][C:19](B(O)O)=[CH:18][CH:17]=1)([CH3:15])([CH3:14])[CH3:13].O.P([O-])([O-])([O-])=O.[K+].[K+].[K+]. Given the product [C:12]([C:16]1[CH:21]=[CH:20][C:19]([C:2]2[C:7]([CH3:8])=[CH:6][C:5]([N+:9]([O-:11])=[O:10])=[CH:4][N:3]=2)=[CH:18][CH:17]=1)([CH3:15])([CH3:14])[CH3:13], predict the reactants needed to synthesize it. (7) Given the product [Cl:1][CH:2]([Cl:18])[C:3]([NH:5][C@H:6]([CH2:16][F:17])[C@H:7]([OH:15])[C:8]1[CH:13]=[CH:12][C:11]([C:27]2[S:31][C:30]([CH2:32][N:33]3[CH2:34][CH2:35][O:36][CH2:37][CH2:38]3)=[CH:29][CH:28]=2)=[CH:10][CH:9]=1)=[O:4], predict the reactants needed to synthesize it. The reactants are: [Cl:1][CH:2]([Cl:18])[C:3]([NH:5][C@H:6]([CH2:16][F:17])[C@H:7]([OH:15])[C:8]1[CH:13]=[CH:12][C:11](I)=[CH:10][CH:9]=1)=[O:4].CC1(C)C(C)(C)OB([C:27]2[S:31][C:30]([CH2:32][N:33]3[CH2:38][CH2:37][O:36][CH2:35][CH2:34]3)=[CH:29][CH:28]=2)O1. (8) Given the product [CH2:14]1[O:7][C@H:6]([C:5]2[CH:8]=[CH:9][C:2]([F:1])=[CH:3][CH:4]=2)[N:16]2[C:11]1([CH2:12][OH:13])[CH2:10][O:17][C@H:6]2[C:5]1[CH:8]=[CH:9][C:2]([F:1])=[CH:3][CH:4]=1, predict the reactants needed to synthesize it. The reactants are: [F:1][C:2]1[CH:9]=[CH:8][C:5]([CH:6]=[O:7])=[CH:4][CH:3]=1.[CH2:10]([OH:17])[C:11]([NH2:16])([CH2:14]O)[CH2:12][OH:13]. (9) Given the product [CH2:18]([N:3]1[CH2:8][CH2:7][C:6](=[O:9])[CH2:5][CH2:4]1)[C:17]#[CH:16], predict the reactants needed to synthesize it. The reactants are: O.Cl.[NH:3]1[CH2:8][CH2:7][C:6](=[O:9])[CH2:5][CH2:4]1.C([O-])([O-])=O.[K+].[K+].[CH2:16](Br)[C:17]#[CH:18].